Dataset: Full USPTO retrosynthesis dataset with 1.9M reactions from patents (1976-2016). Task: Predict the reactants needed to synthesize the given product. (1) Given the product [C:1]([C:5]1[CH:15]=[C:14]([Cl:16])[CH:13]=[CH:12][C:6]=1[O:7][CH2:8][CH2:9][N:10]([CH3:11])[C:25](=[O:26])[NH:24][C:27]1[CH:36]=[CH:35][CH:34]=[CH:33][C:28]=1[C:29]([O:31][CH3:32])=[O:30])([CH3:4])([CH3:2])[CH3:3], predict the reactants needed to synthesize it. The reactants are: [C:1]([C:5]1[CH:15]=[C:14]([Cl:16])[CH:13]=[CH:12][C:6]=1[O:7][CH2:8][CH2:9][NH:10][CH3:11])([CH3:4])([CH3:3])[CH3:2].CCN(CC)CC.[N:24]([C:27]1[CH:36]=[CH:35][CH:34]=[CH:33][C:28]=1[C:29]([O:31][CH3:32])=[O:30])=[C:25]=[O:26]. (2) Given the product [NH2:34][CH2:33][CH2:32][CH:17]1[CH:16]([NH:15][C:10]2[N:9]=[C:8]([N:1]3[CH2:7][CH2:6][CH2:5][CH2:4][CH2:3][CH2:2]3)[CH:13]=[C:12]([Cl:14])[N:11]=2)[CH2:21][CH2:20][CH2:19][N:18]1[C:22]([O:24][CH2:25][C:26]1[CH:27]=[CH:28][CH:29]=[CH:30][CH:31]=1)=[O:23], predict the reactants needed to synthesize it. The reactants are: [N:1]1([C:8]2[CH:13]=[C:12]([Cl:14])[N:11]=[C:10]([NH:15][CH:16]3[CH2:21][CH2:20][CH2:19][N:18]([C:22]([O:24][CH2:25][C:26]4[CH:31]=[CH:30][CH:29]=[CH:28][CH:27]=4)=[O:23])[CH:17]3[CH2:32][CH2:33][N:34]=[N+]=[N-])[N:9]=2)[CH2:7][CH2:6][CH2:5][CH2:4][CH2:3][CH2:2]1.O1CCCC1.C1(P(C2C=CC=CC=2)C2C=CC=CC=2)C=CC=CC=1.